From a dataset of Catalyst prediction with 721,799 reactions and 888 catalyst types from USPTO. Predict which catalyst facilitates the given reaction. Reactant: [NH2:1][C:2]1[CH:7]=[CH:6][C:5](OC)=[CH:4][C:3]=1[C:10]1[CH:11]=[C:12]2[C:17](=[CH:18][CH:19]=1)[CH:16]=[C:15]([O:20][CH3:21])[C:14]([O:22][CH3:23])=[CH:13]2.Cl.N([O-])=O.[Na+].O. Product: [NH2:1][C:2]1[CH:7]=[CH:6][CH:5]=[CH:4][C:3]=1[C:10]1[CH:11]=[C:12]2[C:17](=[CH:18][CH:19]=1)[CH:16]=[C:15]([O:20][CH3:21])[C:14]([O:22][CH3:23])=[CH:13]2. The catalyst class is: 15.